Dataset: Reaction yield outcomes from USPTO patents with 853,638 reactions. Task: Predict the reaction yield, written as a fraction of the theoretical maximum amount of product (1.0 means a 100% yield; for example, 0.34 means a 34% yield). (1) The reactants are [C:1]([O:5][C:6]([N:8]1[CH2:13][CH2:12][N:11]([CH:14]([C:17]2[CH:22]=[CH:21][CH:20]=[CH:19][C:18]=2[Cl:23])[CH2:15][NH2:16])[CH2:10][CH2:9]1)=[O:7])([CH3:4])([CH3:3])[CH3:2].C([O-])([O-])=O.[K+].[K+].[CH2:30](Br)[CH3:31].[CH3:33][CH2:34]OC(C)=O. The catalyst is CN(C=O)C. The product is [C:1]([O:5][C:6]([N:8]1[CH2:13][CH2:12][N:11]([CH:14]([C:17]2[CH:22]=[CH:21][CH:20]=[CH:19][C:18]=2[Cl:23])[CH2:15][N:16]([CH2:30][CH3:31])[CH2:33][CH3:34])[CH2:10][CH2:9]1)=[O:7])([CH3:4])([CH3:2])[CH3:3]. The yield is 0.620. (2) The product is [OH:1][C:2]1[CH:9]=[CH:8][C:7]([I:10])=[CH:6][C:3]=1[CH:4]=[O:5]. The reactants are [OH:1][C:2]1[CH:9]=[CH:8][C:7]([I:10])=[CH:6][C:3]=1[CH2:4][OH:5]. The catalyst is CC(C)=O.[O-2].[Mn+4].[O-2]. The yield is 0.580.